From a dataset of Reaction yield outcomes from USPTO patents with 853,638 reactions. Predict the reaction yield, written as a fraction of the theoretical maximum amount of product (1.0 means a 100% yield; for example, 0.34 means a 34% yield). (1) The reactants are C(=O)([O-])[O-].[K+].[K+].[CH3:7][C:8]([C:10]1[CH:11]=[CH:12][C:13]([OH:16])=[CH:14][CH:15]=1)=[O:9].[Br:17][CH2:18][CH2:19]Br. The catalyst is CC(C)=O. The product is [Br:17][CH2:18][CH2:19][O:16][C:13]1[CH:14]=[CH:15][C:10]([C:8](=[O:9])[CH3:7])=[CH:11][CH:12]=1. The yield is 0.710. (2) The reactants are FC(F)(F)C(O)=O.[Cl:8][C:9]1[C:10]([F:37])=[C:11]([CH:15]2[C:19]([C:22]3[CH:27]=[CH:26][C:25]([Cl:28])=[CH:24][CH:23]=3)([C:20]#[N:21])[CH:18]([CH2:29][C:30]([CH3:33])([CH3:32])[CH3:31])[NH:17][CH:16]2[C:34]([OH:36])=O)[CH:12]=[CH:13][CH:14]=1.CC1(C)[O:43][C@H:42]([CH2:44][CH2:45][NH2:46])[CH2:41][O:40]1.CN(C(ON1N=NC2C=CC=NC1=2)=[N+](C)C)C.F[P-](F)(F)(F)(F)F.CCN(C(C)C)C(C)C.Cl. The catalyst is C(Cl)Cl.O1CCCC1. The product is [OH:43][C@@H:42]([CH2:41][OH:40])[CH2:44][CH2:45][NH:46][C:34]([CH:16]1[CH:15]([C:11]2[CH:12]=[CH:13][CH:14]=[C:9]([Cl:8])[C:10]=2[F:37])[C:19]([C:22]2[CH:23]=[CH:24][C:25]([Cl:28])=[CH:26][CH:27]=2)([C:20]#[N:21])[CH:18]([CH2:29][C:30]([CH3:33])([CH3:31])[CH3:32])[NH:17]1)=[O:36]. The yield is 0.540. (3) The reactants are [F:1][CH:2]1[C:11]2[C:6](=[CH:7][CH:8]=[C:9]([N+:12]([O-:14])=[O:13])[CH:10]=2)[C:5](=[O:15])[NH:4][CH:3]1OC.Cl.O1CCOCC1. The catalyst is C(#N)C. The product is [F:1][C:2]1[C:11]2[C:6](=[CH:7][CH:8]=[C:9]([N+:12]([O-:14])=[O:13])[CH:10]=2)[C:5](=[O:15])[NH:4][CH:3]=1. The yield is 0.980. (4) The reactants are O=P12OP3(OP(OP(O3)(O1)=O)(=O)O2)=O.[OH:15][CH:16]([C:33]1[CH:38]=[CH:37][CH:36]=[CH:35][C:34]=1[O:39][CH3:40])[CH2:17][O:18][C:19]1[CH:32]=[CH:31][C:22]([CH2:23][CH:24]2[S:28][C:27](=[O:29])[NH:26][C:25]2=[O:30])=[CH:21][CH:20]=1.CS(C)=O.C([O-])(O)=O.[Na+]. The catalyst is C(Cl)Cl. The product is [CH3:40][O:39][C:34]1[CH:35]=[CH:36][CH:37]=[CH:38][C:33]=1[C:16](=[O:15])[CH2:17][O:18][C:19]1[CH:32]=[CH:31][C:22]([CH2:23][CH:24]2[S:28][C:27](=[O:29])[NH:26][C:25]2=[O:30])=[CH:21][CH:20]=1. The yield is 0.880. (5) The reactants are [Cl-].[CH3:2][O:3][C:4]1[CH:9]=[CH:8][C:7]([CH:10]([C:12]2[N:13]=[C:14]([CH3:17])[NH:15][CH:16]=2)[NH3+:11])=[CH:6][CH:5]=1.[CH:18]1([C:21]2[CH:26]=[CH:25][C:24]([CH2:27][C:28](O)=[O:29])=[CH:23][CH:22]=2)[CH2:20][CH2:19]1.Cl.CN(C)CCCN=C=NCC.ON1C2N=CC=CC=2N=N1.C(N(CC)CC)C. The catalyst is O.C(Cl)Cl. The product is [CH:18]1([C:21]2[CH:22]=[CH:23][C:24]([CH2:27][C:28]([NH:11][CH:10]([C:7]3[CH:6]=[CH:5][C:4]([O:3][CH3:2])=[CH:9][CH:8]=3)[C:12]3[N:13]=[C:14]([CH3:17])[NH:15][CH:16]=3)=[O:29])=[CH:25][CH:26]=2)[CH2:20][CH2:19]1. The yield is 0.570. (6) The reactants are [C:1]1(B(O)O)[CH:6]=[CH:5][CH:4]=[CH:3][CH:2]=1.Br[C:11]1[CH:12]=[C:13]2[N:19]=[C:18]([N:20]3[CH:26]4[CH2:27][CH2:28][N:23]([CH2:24][CH2:25]4)[CH2:22][CH2:21]3)[O:17][C:14]2=[N:15][CH:16]=1. No catalyst specified. The product is [C:1]1([C:11]2[CH:12]=[C:13]3[N:19]=[C:18]([N:20]4[CH:26]5[CH2:25][CH2:24][N:23]([CH2:28][CH2:27]5)[CH2:22][CH2:21]4)[O:17][C:14]3=[N:15][CH:16]=2)[CH:6]=[CH:5][CH:4]=[CH:3][CH:2]=1. The yield is 0.500.